Dataset: Forward reaction prediction with 1.9M reactions from USPTO patents (1976-2016). Task: Predict the product of the given reaction. (1) Given the reactants [CH2:1]([O:3][C:4]1[CH:5]=[C:6]([C:12](=[O:18])[CH2:13][S:14]([CH3:17])(=[O:16])=[O:15])[CH:7]=[CH:8][C:9]=1[O:10][CH3:11])[CH3:2], predict the reaction product. The product is: [CH2:1]([O:3][C:4]1[CH:5]=[C:6]([C@@H:12]([OH:18])[CH2:13][S:14]([CH3:17])(=[O:16])=[O:15])[CH:7]=[CH:8][C:9]=1[O:10][CH3:11])[CH3:2]. (2) Given the reactants FC(F)(F)C(O)=O.[Cl:8][C:9]1[CH:10]=[C:11]([CH:22]=[CH:23][C:24]=1[Cl:25])[O:12][CH:13]1[CH2:18][CH2:17][N:16]([CH2:19][CH2:20][NH2:21])[CH2:15][CH2:14]1.C1CN([P+](Br)(N2CCCC2)N2CCCC2)CC1.F[P-](F)(F)(F)(F)F.[CH2:50]([O:52][C:53]1[CH:54]=[C:55]([CH:59]=[CH:60][CH:61]=1)[C:56](O)=[O:57])[CH3:51].C(N(CC)C(C)C)(C)C.C([O-])(O)=O.[Na+].Cl, predict the reaction product. The product is: [ClH:8].[Cl:8][C:9]1[CH:10]=[C:11]([CH:22]=[CH:23][C:24]=1[Cl:25])[O:12][CH:13]1[CH2:14][CH2:15][N:16]([CH2:19][CH2:20][NH:21][C:56](=[O:57])[C:55]2[CH:59]=[CH:60][CH:61]=[C:53]([O:52][CH2:50][CH3:51])[CH:54]=2)[CH2:17][CH2:18]1. (3) Given the reactants [NH:1]1[CH:5]=[CH:4][CH:3]=[N:2]1.[C:6]1([S:12](Cl)(=[O:14])=[O:13])[CH:11]=[CH:10][CH:9]=[CH:8][CH:7]=1.C(N(CC)CC)C, predict the reaction product. The product is: [C:6]1([S:12]([N:1]2[CH:5]=[CH:4][CH:3]=[N:2]2)(=[O:14])=[O:13])[CH:11]=[CH:10][CH:9]=[CH:8][CH:7]=1. (4) The product is: [CH3:23][C:19]1([CH3:24])[CH2:18][C:17]2([CH2:25][CH2:26][CH2:27][N:15]([CH:12]3[CH2:11][CH2:10][N:9]([C:7]([C:6]4[C:5]([CH3:28])=[C:4]([CH3:29])[S:3][C:2]=4[NH:1][C:33]([NH:32][CH2:30][CH3:31])=[O:34])=[O:8])[CH2:14][CH2:13]3)[CH2:16]2)[C:21](=[O:22])[O:20]1. Given the reactants [NH2:1][C:2]1[S:3][C:4]([CH3:29])=[C:5]([CH3:28])[C:6]=1[C:7]([N:9]1[CH2:14][CH2:13][CH:12]([N:15]2[CH2:27][CH2:26][CH2:25][C:17]3([C:21](=[O:22])[O:20][C:19]([CH3:24])([CH3:23])[CH2:18]3)[CH2:16]2)[CH2:11][CH2:10]1)=[O:8].[CH2:30]([N:32]=[C:33]=[O:34])[CH3:31].C(OC(C)C)(C)C, predict the reaction product. (5) Given the reactants [I:1][C:2]1[CH:10]=[CH:9][C:5]([C:6](Cl)=[O:7])=[CH:4][CH:3]=1.[CH3:11][NH:12][CH3:13].C(N(CC)CC)C, predict the reaction product. The product is: [I:1][C:2]1[CH:10]=[CH:9][C:5]([C:6]([N:12]([CH3:13])[CH3:11])=[O:7])=[CH:4][CH:3]=1.